This data is from Full USPTO retrosynthesis dataset with 1.9M reactions from patents (1976-2016). The task is: Predict the reactants needed to synthesize the given product. (1) Given the product [CH3:16][O:18][C:19](=[O:22])[CH2:20][N:12]1[CH2:11][CH2:10][N:9]2[CH:13]=[CH:14][CH:15]=[C:8]2[CH:7]1[C:1]1[CH:2]=[CH:3][CH:4]=[CH:5][CH:6]=1, predict the reactants needed to synthesize it. The reactants are: [C:1]1([CH:7]2[NH:12][CH2:11][CH2:10][N:9]3[CH:13]=[CH:14][CH:15]=[C:8]23)[CH:6]=[CH:5][CH:4]=[CH:3][CH:2]=1.[CH2:16]([O:18][C:19](=[O:22])[CH2:20]Br)C.C(=O)([O-])[O-].[K+].[K+].O. (2) Given the product [CH3:21][N:19]([CH3:20])[CH2:18][CH2:17][CH:16]([NH:22][C:23]([NH:25][C:26]1[CH:27]=[C:28]2[C:32](=[CH:33][CH:34]=1)[CH2:31][CH2:30][CH2:29]2)=[O:24])[C:13]1[CH:12]=[CH:11][C:10]([C:9]([OH:35])=[O:8])=[CH:15][CH:14]=1, predict the reactants needed to synthesize it. The reactants are: C([O:8][C:9](=[O:35])[C:10]1[CH:15]=[CH:14][C:13]([CH:16]([NH:22][C:23]([NH:25][C:26]2[CH:27]=[C:28]3[C:32](=[CH:33][CH:34]=2)[CH2:31][CH2:30][CH2:29]3)=[O:24])[CH2:17][CH2:18][N:19]([CH3:21])[CH3:20])=[CH:12][CH:11]=1)C1C=CC=CC=1.